Dataset: Forward reaction prediction with 1.9M reactions from USPTO patents (1976-2016). Task: Predict the product of the given reaction. (1) The product is: [CH:15]12[O:20][CH:18]([CH2:17][CH2:16]1)[CH2:19][N:13]([C:4]1[N:3]=[C:2]([C:25]3[CH:26]=[CH:27][C:22]([NH2:21])=[CH:23][CH:24]=3)[N:7]=[C:6]3[N:8]([CH2:11][CH3:12])[N:9]=[CH:10][C:5]=13)[CH2:14]2. Given the reactants Cl[C:2]1[N:7]=[C:6]2[N:8]([CH2:11][CH3:12])[N:9]=[CH:10][C:5]2=[C:4]([N:13]2[CH2:19][CH:18]3[O:20][CH:15]([CH2:16][CH2:17]3)[CH2:14]2)[N:3]=1.[NH2:21][C:22]1[CH:27]=[CH:26][C:25](B2OC(C)(C)C(C)(C)O2)=[CH:24][CH:23]=1, predict the reaction product. (2) The product is: [C:1]([O:5][C:6](=[O:25])[NH:7][C:8]1[CH:13]=[CH:12][C:11]([C:14]2[CH:19]=[CH:18][CH:17]=[C:16]([F:20])[C:15]=2[F:21])=[CH:10][C:9]=1[NH2:22])([CH3:4])([CH3:2])[CH3:3]. Given the reactants [C:1]([O:5][C:6](=[O:25])[NH:7][C:8]1[CH:13]=[CH:12][C:11]([C:14]2[CH:19]=[CH:18][CH:17]=[C:16]([F:20])[C:15]=2[F:21])=[CH:10][C:9]=1[N+:22]([O-])=O)([CH3:4])([CH3:3])[CH3:2], predict the reaction product. (3) Given the reactants [NH2:1][C:2]1[CH:7]=[CH:6][C:5]([Cl:8])=[CH:4][C:3]=1[C:9]([C:11]1[CH:16]=[CH:15][CH:14]=[CH:13][CH:12]=1)=[O:10].[CH2:17]([O:21][C:22]1[CH:27]=[CH:26][C:25]([S:28](Cl)(=[O:30])=[O:29])=[CH:24][CH:23]=1)[CH2:18][CH2:19][CH3:20], predict the reaction product. The product is: [C:9]([C:3]1[CH:4]=[C:5]([Cl:8])[CH:6]=[CH:7][C:2]=1[NH:1][S:28]([C:25]1[CH:24]=[CH:23][C:22]([O:21][CH2:17][CH2:18][CH2:19][CH3:20])=[CH:27][CH:26]=1)(=[O:30])=[O:29])(=[O:10])[C:11]1[CH:12]=[CH:13][CH:14]=[CH:15][CH:16]=1.